This data is from Forward reaction prediction with 1.9M reactions from USPTO patents (1976-2016). The task is: Predict the product of the given reaction. (1) Given the reactants [Br:1][C:2]1[CH:8]=[CH:7][C:5]([NH2:6])=[C:4]([O:9][CH3:10])[CH:3]=1.C(N(CC)CC)C.[C:18](Cl)(=[O:27])[CH2:19][CH2:20][C:21]1[CH:26]=[CH:25][CH:24]=[CH:23][CH:22]=1, predict the reaction product. The product is: [Br:1][C:2]1[CH:8]=[CH:7][C:5]([NH:6][C:18](=[O:27])[CH2:19][CH2:20][C:21]2[CH:26]=[CH:25][CH:24]=[CH:23][CH:22]=2)=[C:4]([O:9][CH3:10])[CH:3]=1. (2) Given the reactants Cl[C:2]1[C:7]([N+:8]([O-:10])=[O:9])=[C:6]([NH:11][CH2:12][CH2:13][CH2:14][CH2:15][CH2:16][CH2:17][OH:18])[C:5]([CH3:19])=[C:4]([CH3:20])[N:3]=1.[O-:21][C:22]1[CH:27]=[CH:26][CH:25]=[CH:24][CH:23]=1.[Na+], predict the reaction product. The product is: [CH3:20][C:4]1[C:5]([CH3:19])=[C:6]([NH:11][CH2:12][CH2:13][CH2:14][CH2:15][CH2:16][CH2:17][OH:18])[C:7]([N+:8]([O-:10])=[O:9])=[C:2]([O:21][C:22]2[CH:27]=[CH:26][CH:25]=[CH:24][CH:23]=2)[N:3]=1. (3) Given the reactants [N:1]([CH2:4][CH2:5][CH2:6][CH2:7][CH2:8][CH2:9][CH3:10])=[N+:2]=[N-:3].[CH3:11][C:12]([CH3:16])([CH3:15])[C:13]#[CH:14], predict the reaction product. The product is: [C:12]([C:13]1[N:3]=[N:2][N:1]([CH2:4][CH2:5][CH2:6][CH2:7][CH2:8][CH2:9][CH3:10])[CH:14]=1)([CH3:16])([CH3:15])[CH3:11]. (4) Given the reactants Br[C:2]1[CH:7]=[CH:6][C:5]([CH3:8])=[CH:4][C:3]=1[C:9]([N:11]1[CH2:16][CH2:15][CH2:14][C@@H:13]([CH3:17])[C@H:12]1[CH2:18][NH:19][C:20]1[CH:25]=[CH:24][C:23]([C:26]([F:29])([F:28])[F:27])=[CH:22][N:21]=1)=[O:10].CC1(C)C(C)(C)OB([C:38]2[CH:39]=[N:40][N:41]([C:43]([O:45]C(C)(C)C)=[O:44])[CH:42]=2)O1.C([O-])([O-])=O.[K+].[K+], predict the reaction product. The product is: [CH3:17][C@@H:13]1[CH2:14][CH2:15][CH2:16][N:11]([C:9]([C:3]2[CH:4]=[C:5]([CH3:8])[CH:6]=[CH:7][C:2]=2[C:38]2[CH:39]=[N:40][NH:41][CH:42]=2)=[O:10])[C@@H:12]1[CH2:18][NH:19][C:20]1[CH:25]=[CH:24][C:23]([C:26]([F:29])([F:28])[F:27])=[CH:22][N:21]=1.[C:43]([OH:45])([C:26]([F:29])([F:28])[F:27])=[O:44]. (5) Given the reactants Br[CH2:2][CH:3]=[C:4](C)C.[Na+].[I-].[C:9]([Si:13]([CH3:27])([CH3:26])[O:14][C@@H:15]1[C:23]2[CH:22]=[CH:21][CH:20]=[C:19]([CH:24]=[O:25])[C:18]=2[CH2:17][CH2:16]1)([CH3:12])([CH3:11])[CH3:10].C(OCC)C, predict the reaction product. The product is: [C:9]([Si:13]([CH3:27])([CH3:26])[O:14][CH:15]1[C:23]2[C:18](=[C:19]([C@@H:24]([OH:25])[CH2:4][CH:3]=[CH2:2])[CH:20]=[CH:21][CH:22]=2)[CH2:17][CH2:16]1)([CH3:12])([CH3:11])[CH3:10]. (6) Given the reactants Cl[CH2:2][C:3]1[N:4]=[C:5]([C:9]2[O:10][CH:11]=[CH:12][CH:13]=2)[O:6][C:7]=1[CH3:8].[OH:14][C:15]1[CH:41]=[CH:40][C:18]([C:19]([C:21]2[CH:37]=[CH:36][C:35]([O:38][CH3:39])=[CH:34][C:22]=2[O:23][C:24]([CH3:33])([CH3:32])[C:25]([O:27]C(C)(C)C)=[O:26])=[O:20])=[CH:17][CH:16]=1.C(=O)([O-])[O-].[K+].[K+].CN(C)C=O, predict the reaction product. The product is: [O:10]1[CH:11]=[CH:12][CH:13]=[C:9]1[C:5]1[O:6][C:7]([CH3:8])=[C:3]([CH2:2][O:14][C:15]2[CH:16]=[CH:17][C:18]([C:19]([C:21]3[CH:37]=[CH:36][C:35]([O:38][CH3:39])=[CH:34][C:22]=3[O:23][C:24]([CH3:33])([CH3:32])[C:25]([OH:27])=[O:26])=[O:20])=[CH:40][CH:41]=2)[N:4]=1. (7) The product is: [CH3:9][NH:8][C:6]1[S:7][C:3]([C:2]([F:17])([F:1])[F:16])=[CH:4][CH:5]=1. Given the reactants [F:1][C:2]([F:17])([F:16])[C:3]1[S:7][C:6]([NH:8][C:9](=O)OC(C)(C)C)=[CH:5][CH:4]=1.[H-].[Na+].CI.FC(F)(F)C(O)=O, predict the reaction product.